Dataset: Forward reaction prediction with 1.9M reactions from USPTO patents (1976-2016). Task: Predict the product of the given reaction. Given the reactants [CH2:1]([O:8][C:9]1[CH:14]=[CH:13][C:12]([N:15]([CH2:26][C@H:27]([O:29][Si](C(C)(C)C)(C)C)[CH3:28])[C:16]([C:18]2[C:19]([Cl:25])=[N:20][CH:21]=[N:22][C:23]=2[Cl:24])=[O:17])=[CH:11][CH:10]=1)[C:2]1[CH:7]=[CH:6][CH:5]=[CH:4][CH:3]=1, predict the reaction product. The product is: [CH2:1]([O:8][C:9]1[CH:14]=[CH:13][C:12]([N:15]([CH2:26][C@H:27]([OH:29])[CH3:28])[C:16]([C:18]2[C:19]([Cl:25])=[N:20][CH:21]=[N:22][C:23]=2[Cl:24])=[O:17])=[CH:11][CH:10]=1)[C:2]1[CH:3]=[CH:4][CH:5]=[CH:6][CH:7]=1.